This data is from Experimentally validated miRNA-target interactions with 360,000+ pairs, plus equal number of negative samples. The task is: Binary Classification. Given a miRNA mature sequence and a target amino acid sequence, predict their likelihood of interaction. (1) The miRNA is gga-miR-146b-3p with sequence CCCUAUGGAUUCAGUUCUGC. The protein sequence of the target gene is MSARGEGAGQPSTSAQGQPAAPVPQKRGRGRPRKQQQEPTCEPSPKRPRGRPKGSKNKSPSKAAQKKAETIGEKRPRGRPRKWPQQVVQKKPAQETEETSSQESAEED. Result: 0 (no interaction). (2) The protein sequence of the target gene is MVFCLSSEEPRRPLRSDMVHFQASEVQQLLHNKFVVILGDSIQRAVYKDLVLLLQKDSLLTAAQLKAKGELSFEQDQLVAGGQLGELHNGTQYREVRQFCSGSGHHLVRFYFLTRVYSEYLEDVLEELTYGPAPDLVIINSCLWDLSRYGRCSMESYRENLERVFVRMDQVLPDSCLLVWNMAMPLGERITGGFLLPELQPLAGSLRRDVVEGNFYSATLAGDHCFDVLDLHFHFRHAVQHRHRDGVHWDQHAHRHLSHLLLTHVADAWGVELPKRGYPPDPWIEDWAEMNHPFQGSHRQ.... The miRNA is hsa-miR-3910 with sequence AAAGGCAUAAAACCAAGACA. Result: 0 (no interaction). (3) The miRNA is mmu-miR-741-3p with sequence UGAGAGAUGCCAUUCUAUGUAGA. The protein sequence of the target gene is MATTHAQGHQPVLGNDTLREHYDYVGKLAGRLRDPPEGGTLITTILFLVTCSFIVLENLMVLIAIWKNNKFHNRMYFFIGNLALCDLLAGIAYKVNILMSGRKTFSLSPTVWFLREGSMFVALGASTCSLLAIAIERHLTMIKMRPYDANKKHRVFLLIGMCWLIAFSLGALPILGWNCLENFPDCSTILPLYSKKYIAFLISIFTAILVTIVILYARIYCLVKSSSRRVANHNSERSMALLRTVVIVVSVFIACWSPLFILFLIDVACRAKECSILFKSQWFIMLAVLNSAMNPVIYTL.... Result: 1 (interaction). (4) The miRNA is hsa-miR-26b-5p with sequence UUCAAGUAAUUCAGGAUAGGU. The protein sequence of the target gene is MSAFEKPQIIAHIQKGFNYTVFDCKWVPCSAKFVTMGNFARGTGVIQLYEIQHGDLKLLREIEKAKPIKCGTFGATSLQQRYLATGDFGGNLHIWNLEAPEMPVYSVKGHKEIINAIDGIGGLGIGEGAPEIVTGSRDGTVKVWDPRQKDDPVANMEPVQGENKRDCWTVAFGNAYNQEERVVCAGYDNGDIKLFDLRNMALRWETNIKNGVCSLEFDRKDISMNKLVATSLEGKFHVFDMRTQHPTKGFASVSEKAHKSTVWQVRHLPQNRELFLTAGGAGGLHLWKYEYPIQRSKKDS.... Result: 1 (interaction). (5) The miRNA is hsa-miR-3675-5p with sequence UAUGGGGCUUCUGUAGAGAUUUC. The protein sequence of the target gene is MTAPSCAFPVQFRQPSVSGLSQITKSLYISNGVAANNKLMLSSNQITMVINVSVEVVNTLYEDIQYMQVPVADSPNSRLCDFFDPIADHIHSVEMKQGRTLLHCAAGVSRSAALCLAYLMKYHAMSLLDAHTWTKSCRPIIRPNSGFWEQLIHYEFQLFGKNTVHMVSSPVGMIPDIYEKEVRLMIPL. Result: 1 (interaction). (6) The miRNA is hsa-miR-5089-5p with sequence GUGGGAUUUCUGAGUAGCAUC. The protein sequence of the target gene is MSGEDEQQEQTIAEDLVVTKYKMGGDIANRVLRSLVEASSSGVSVLSLCEKGDAMIMEETGKIFKKEKEMKKGIAFPTSISVNNCVCHFSPLKSDQDYILKEGDLVKIDLGVHVDGFIANVAHTFVVDVAQGTQVTGRKADVIKAAHLCAEAALRLVKPGNQNTQVTEAWNKVAHSFNCTPIEGMLSHQLKQHVIDGEKTIIQNPTDQQKKDHEKAEFEVHEVYAVDVLVSSGEGKAKDAGQRTTIYKRDPSKQYGLKMKTSRAFFSEVERRFDAMPFTLRAFEDEKKARMGVVECAKHE.... Result: 0 (no interaction). (7) The miRNA is hsa-miR-4666a-3p with sequence CAUACAAUCUGACAUGUAUUU. The protein sequence of the target gene is MFSPGQEEHCAPNKEPVKYGELVVLGYNGALPNGDRGRRKSRFALYKRPKANGVKPSTVHVISTPQASKAISCKGQHSISYTLSRNQTVVVEYTHDKDTDMFQVGRSTESPIDFVVTDTISGSQNTDEAQITQSTISRFACRIVCDRNEPYTARIFAAGFDSSKNIFLGEKAAKWKNPDGHMDGLTTNGVLVMHPRGGFTEESQPGVWREISVCGDVYTLRETRSAQQRGKLVESETNVLQDGSLIDLCGATLLWRTADGLFHTPTQKHIEALRQEINAARPQCPVGLNTLAFPSINRKE.... Result: 0 (no interaction).